Dataset: Catalyst prediction with 721,799 reactions and 888 catalyst types from USPTO. Task: Predict which catalyst facilitates the given reaction. (1) The catalyst class is: 1. Reactant: [OH:1][C:2]1[CH:3]=[C:4]([CH:7]=[CH:8][C:9]=1[I:10])[C:5]#[N:6].B.C1COCC1. Product: [NH2:6][CH2:5][C:4]1[CH:7]=[CH:8][C:9]([I:10])=[C:2]([OH:1])[CH:3]=1. (2) Reactant: [CH2:1]([O:3][C:4]1[CH:14]=[CH:13][C:7]([C:8]([O:10]CC)=[O:9])=[CH:6][C:5]=1[N+:15]([O-:17])=[O:16])[CH3:2].[OH-].[Na+].Cl. Product: [CH2:1]([O:3][C:4]1[CH:14]=[CH:13][C:7]([C:8]([OH:10])=[O:9])=[CH:6][C:5]=1[N+:15]([O-:17])=[O:16])[CH3:2]. The catalyst class is: 219. (3) Reactant: [NH2:1][C:2]1[CH:6]=[C:5]([C:7]2[CH:12]=[CH:11][N:10]=[CH:9][CH:8]=2)[S:4][C:3]=1[C:13]([NH2:15])=[O:14].[CH3:16][CH2:17][C:18](=O)[CH2:19][CH3:20].O.C1(C)C=CC(S(O)(=O)=O)=CC=1.C(=O)([O-])O.[Na+]. Product: [CH2:17]([C:18]1([CH2:19][CH3:20])[NH:1][C:2]2[CH:6]=[C:5]([C:7]3[CH:8]=[CH:9][N:10]=[CH:11][CH:12]=3)[S:4][C:3]=2[C:13](=[O:14])[NH:15]1)[CH3:16]. The catalyst class is: 15.